This data is from Full USPTO retrosynthesis dataset with 1.9M reactions from patents (1976-2016). The task is: Predict the reactants needed to synthesize the given product. (1) Given the product [Br:23][C:11]1[O:10][C:9]([C:6]2[CH:5]=[CH:4][C:3]([C:2]([F:1])([F:14])[F:15])=[CH:8][CH:7]=2)=[N:13][CH:12]=1, predict the reactants needed to synthesize it. The reactants are: [F:1][C:2]([F:15])([F:14])[C:3]1[CH:8]=[CH:7][C:6]([C:9]2[O:10][CH2:11][CH2:12][N:13]=2)=[CH:5][CH:4]=1.C1C(=O)N([Br:23])C(=O)C1.CC(N=NC(C#N)(C)C)(C#N)C. (2) Given the product [CH:1]([S:14][CH2:15][CH2:16][NH:17][CH2:18][CH2:19][CH2:20][CH3:21])([C:8]1[CH:9]=[CH:10][CH:11]=[CH:12][CH:13]=1)[C:2]1[CH:7]=[CH:6][CH:5]=[CH:4][CH:3]=1, predict the reactants needed to synthesize it. The reactants are: [CH:1]([S:14][CH2:15][CH2:16][NH2:17])([C:8]1[CH:13]=[CH:12][CH:11]=[CH:10][CH:9]=1)[C:2]1[CH:7]=[CH:6][CH:5]=[CH:4][CH:3]=1.[CH2:18](Br)[CH2:19][CH2:20][CH3:21].[OH-].[Na+]. (3) Given the product [N:16]1([CH2:15][CH2:14][CH2:13][N:12]2[CH2:11][CH2:10][S:9][C:8]3[CH:21]=[C:4]([NH2:1])[CH:5]=[CH:6][C:7]2=3)[CH2:20][CH2:19][CH2:18][CH2:17]1, predict the reactants needed to synthesize it. The reactants are: [N+:1]([C:4]1[CH:5]=[CH:6][C:7]2[N:12]([CH2:13][CH2:14][CH2:15][N:16]3[CH2:20][CH2:19][CH2:18][CH2:17]3)[CH2:11][CH2:10][S:9][C:8]=2[CH:21]=1)([O-])=O.O.NN. (4) Given the product [Cl:18][C:19]1[CH:20]=[CH:21][C:22]([CH2:25][C:26]2([NH:29][C:2]3[CH:7]=[C:6]([C:8]4[CH:13]=[CH:12][CH:11]=[C:10]([CH3:14])[C:9]=4[CH3:15])[N:5]=[C:4]([NH2:16])[N:3]=3)[CH2:28][CH2:27]2)=[CH:23][CH:24]=1, predict the reactants needed to synthesize it. The reactants are: Cl[C:2]1[CH:7]=[C:6]([C:8]2[CH:13]=[CH:12][CH:11]=[C:10]([CH3:14])[C:9]=2[CH3:15])[N:5]=[C:4]([NH2:16])[N:3]=1.Cl.[Cl:18][C:19]1[CH:24]=[CH:23][C:22]([CH2:25][C:26]2([NH2:29])[CH2:28][CH2:27]2)=[CH:21][CH:20]=1.C(N(CC)CC)C. (5) Given the product [CH3:13][O:14][C:15]1[CH:16]=[C:17]([N:23]2[CH2:24][CH2:25][N:26]([C:4](=[O:6])[CH2:3][C@@H:2]([O:1][C:53](=[O:52])[NH:51][CH2:43][CH2:44][C:45]3[CH:50]=[CH:49][CH:48]=[CH:47][CH:46]=3)[C:7]3[CH:12]=[CH:11][CH:10]=[CH:9][CH:8]=3)[CH2:27][CH2:28]2)[CH:18]=[CH:19][C:20]=1[O:21][CH3:22], predict the reactants needed to synthesize it. The reactants are: [OH:1][C@@H:2]([C:7]1[CH:12]=[CH:11][CH:10]=[CH:9][CH:8]=1)[CH2:3][C:4]([OH:6])=O.[CH3:13][O:14][C:15]1[CH:16]=[C:17]([N:23]2[CH2:28][CH2:27][NH:26][CH2:25][CH2:24]2)[CH:18]=[CH:19][C:20]=1[O:21][CH3:22].C(Cl)CCl.C1C=CC2N(O)N=NC=2C=1.[CH2:43]([NH2:51])[CH2:44][C:45]1[CH:50]=[CH:49][CH:48]=[CH:47][CH:46]=1.[O:52]1CCC[CH2:53]1.